This data is from Full USPTO retrosynthesis dataset with 1.9M reactions from patents (1976-2016). The task is: Predict the reactants needed to synthesize the given product. (1) The reactants are: [CH:1]([SiH:4]([CH:18]([CH3:20])[CH3:19])[C:5]1[CH:16]=[CH:15][C:8]([O:9][CH2:10][CH2:11][C:12]([OH:14])=O)=[CH:7][C:6]=1[CH3:17])([CH3:3])[CH3:2].Cl.CN(C)CCCN=C=NCC.[CH2:33]([NH2:40])[C:34]1[CH:39]=[CH:38][CH:37]=[CH:36][CH:35]=1. Given the product [CH2:33]([NH:40][C:12](=[O:14])[CH2:11][CH2:10][O:9][C:8]1[CH:15]=[CH:16][C:5]([SiH:4]([CH:1]([CH3:2])[CH3:3])[CH:18]([CH3:20])[CH3:19])=[C:6]([CH3:17])[CH:7]=1)[C:34]1[CH:39]=[CH:38][CH:37]=[CH:36][CH:35]=1, predict the reactants needed to synthesize it. (2) Given the product [C:28]([C:22]1[CH:23]=[C:24]([Br:27])[CH:25]=[CH:26][C:21]=1[O:20][CH:18]([CH3:19])[CH2:17][CH2:16][O:15][C:12]1[CH:13]=[CH:14][C:9]([O:8][C:5]([CH3:6])([CH3:7])[C:4]([OH:36])=[O:3])=[CH:10][CH:11]=1)(=[O:35])[C:29]1[CH:30]=[CH:31][CH:32]=[CH:33][CH:34]=1, predict the reactants needed to synthesize it. The reactants are: C([O:3][C:4](=[O:36])[C:5]([O:8][C:9]1[CH:14]=[CH:13][C:12]([O:15][CH2:16][CH2:17][CH:18]([O:20][C:21]2[CH:26]=[CH:25][C:24]([Br:27])=[CH:23][C:22]=2[C:28](=[O:35])[C:29]2[CH:34]=[CH:33][CH:32]=[CH:31][CH:30]=2)[CH3:19])=[CH:11][CH:10]=1)([CH3:7])[CH3:6])C.[OH-].[Na+].Cl. (3) Given the product [CH3:20][C:19]([CH3:23])=[CH:3][C:4]#[C:5][C:6]#[C:7][C:8]1[CH:17]=[CH:16][C:11]([C:12]([OH:14])=[O:13])=[CH:10][CH:9]=1, predict the reactants needed to synthesize it. The reactants are: CN(C)[CH2:3][C:4]#[C:5][C:6]#[C:7][C:8]1[CH:17]=[CH:16][C:11]([C:12]([O:14]C)=[O:13])=[CH:10][CH:9]=1.[CH2:19]1[CH2:23]OC[CH2:20]1.[OH-].[Na+]. (4) Given the product [Cl:1][C:2]1[CH:3]=[C:4]([CH2:8][CH2:9][NH:10][C:11]([C:13]2[N:14]=[C:15]([CH2:18][NH:19][C:29]([NH:28][C:25]3[CH:26]=[CH:27][C:22]([CH2:20][CH3:21])=[CH:23][CH:24]=3)=[O:30])[S:16][CH:17]=2)=[O:12])[CH:5]=[CH:6][CH:7]=1, predict the reactants needed to synthesize it. The reactants are: [Cl:1][C:2]1[CH:3]=[C:4]([CH2:8][CH2:9][NH:10][C:11]([C:13]2[N:14]=[C:15]([CH2:18][NH2:19])[S:16][CH:17]=2)=[O:12])[CH:5]=[CH:6][CH:7]=1.[CH2:20]([C:22]1[CH:27]=[CH:26][C:25]([N:28]=[C:29]=[O:30])=[CH:24][CH:23]=1)[CH3:21]. (5) Given the product [NH2:1][C:2]1[C:11]2[C:6](=[CH:7][CH:8]=[C:9]([C:12]3[S:16][C:15]([CH2:17][NH:18][C:19]4[C:24]([S:25]([NH:28][CH2:29][C:30]5[CH:35]=[CH:34][C:33]([F:36])=[C:32]([F:37])[CH:31]=5)(=[O:27])=[O:26])=[CH:23][CH:22]=[CH:21][N:20]=4)=[CH:14][CH:13]=3)[CH:10]=2)[N:5]=[CH:4][N:3]=1, predict the reactants needed to synthesize it. The reactants are: [NH2:1][C:2]1[C:11]2[C:6](=[CH:7][CH:8]=[C:9]([C:12]3[S:16][C:15]([CH2:17][NH:18][C:19]4[C:24]([S:25]([NH:28][CH2:29][C:30]5[CH:35]=[CH:34][C:33]([F:36])=[C:32]([F:37])[CH:31]=5)(=[O:27])=[O:26])=[CH:23][C:22](Br)=[CH:21][N:20]=4)=[CH:14][CH:13]=3)[CH:10]=2)[N:5]=[CH:4][N:3]=1.[H][H]. (6) Given the product [ClH:32].[CH:1]1([CH2:4][NH:5][C@@H:13]2[CH2:15][C@H:14]2[C:16]2[CH:21]=[CH:20][C:19]([N:22]3[CH2:30][C:29]4[C:24](=[CH:25][CH:26]=[CH:27][CH:28]=4)[C:23]3=[O:31])=[CH:18][CH:17]=2)[CH2:2][CH2:3]1, predict the reactants needed to synthesize it. The reactants are: [CH:1]1([CH2:4][N:5]([C@@H:13]2[CH2:15][C@H:14]2[C:16]2[CH:21]=[CH:20][C:19]([N:22]3[CH2:30][C:29]4[C:24](=[CH:25][CH:26]=[CH:27][CH:28]=4)[C:23]3=[O:31])=[CH:18][CH:17]=2)C(=O)OC(C)(C)C)[CH2:3][CH2:2]1.[ClH:32].COC1CCCC1. (7) Given the product [ClH:1].[CH3:22][O:23][C:24]1[CH:53]=[CH:52][C:27]2[N:28]=[C:29]([N:31]3[CH2:36][CH2:35][NH:34][CH2:33][CH:32]3[CH2:44][O:45][C:46]3[CH:47]=[N:48][CH:49]=[CH:50][CH:51]=3)[O:30][C:26]=2[CH:25]=1, predict the reactants needed to synthesize it. The reactants are: [ClH:1].O1CCOCC1.OC(C(F)(F)F)=O.OC(C(F)(F)F)=O.[CH3:22][O:23][C:24]1[CH:53]=[CH:52][C:27]2[N:28]=[C:29]([N:31]3[CH2:36][CH2:35][N:34](C(OC(C)(C)C)=O)[CH2:33][CH:32]3[CH2:44][O:45][C:46]3[CH:47]=[N:48][CH:49]=[CH:50][CH:51]=3)[O:30][C:26]=2[CH:25]=1.